The task is: Predict the reactants needed to synthesize the given product.. This data is from Full USPTO retrosynthesis dataset with 1.9M reactions from patents (1976-2016). (1) Given the product [CH3:1][O:2][C:3]1[CH:4]=[C:5]2[C:6](=[CH:8][CH:9]=1)[NH:7][CH:20]=[C:10]2[S:11]([C:14]1[CH:19]=[CH:18][CH:17]=[CH:16][CH:15]=1)(=[O:12])=[O:13], predict the reactants needed to synthesize it. The reactants are: [CH3:1][O:2][C:3]1[CH:9]=[CH:8][C:6]([NH2:7])=[C:5]([CH2:10][S:11]([C:14]2[CH:19]=[CH:18][CH:17]=[CH:16][CH:15]=2)(=[O:13])=[O:12])[CH:4]=1.[C:20]1(C)C=CC(S(O)(=O)=O)=CC=1.CC([O-])(C)C.[K+].C1COCC1.Cl. (2) The reactants are: Cl[C:2]1[C:3]2[C:4](=[CH:13][N:14](CC3C=CC(OC)=CC=3)[N:15]=2)[N:5]=[C:6]([C:8]2[CH:12]=[CH:11][S:10][CH:9]=2)[N:7]=1.[NH2:25][C:26]1[CH:36]=[CH:35][C:29]2[S:30][CH2:31][C:32](=[O:34])[NH:33][C:28]=2[CH:27]=1.Cl. Given the product [S:10]1[CH:11]=[CH:12][C:8]([C:6]2[N:7]=[C:2]([NH:25][C:26]3[CH:36]=[CH:35][C:29]4[S:30][CH2:31][C:32](=[O:34])[NH:33][C:28]=4[CH:27]=3)[C:3]3[NH:15][N:14]=[CH:13][C:4]=3[N:5]=2)=[CH:9]1, predict the reactants needed to synthesize it. (3) Given the product [NH2:14][C:15]1[CH:16]=[C:17]2[C:22](=[CH:23][CH:24]=1)[N:21]([C:25](=[O:30])[C:26]([F:29])([F:27])[F:28])[C:20]([CH3:32])([CH3:31])[CH:19]=[C:18]2[CH3:33], predict the reactants needed to synthesize it. The reactants are: C(O)(C(F)(F)F)=O.C(OC(=O)[NH:14][C:15]1[CH:16]=[C:17]2[C:22](=[CH:23][CH:24]=1)[N:21]([C:25](=[O:30])[C:26]([F:29])([F:28])[F:27])[C:20]([CH3:32])([CH3:31])[CH:19]=[C:18]2[CH3:33])(C)(C)C.C1(C)C=CC=CC=1. (4) Given the product [CH3:34][NH:36][C:16]([C:13]1[CH:14]=[C:15]2[C:10](=[CH:11][C:12]=1[O:19][CH3:20])[N:9]=[CH:8][CH:7]=[C:6]2[O:5][C:4]1[CH:21]=[CH:22][C:23]([NH:24][C:25]([NH:27][CH2:28][CH3:29])=[O:26])=[C:2]([Cl:1])[CH:3]=1)=[O:18], predict the reactants needed to synthesize it. The reactants are: [Cl:1][C:2]1[CH:3]=[C:4]([CH:21]=[CH:22][C:23]=1[NH:24][C:25]([NH:27][CH2:28][CH3:29])=[O:26])[O:5][C:6]1[C:15]2[C:10](=[CH:11][C:12]([O:19][CH3:20])=[C:13]([C:16]([OH:18])=O)[CH:14]=2)[N:9]=[CH:8][CH:7]=1.CN.CO.[CH2:34]([N:36](CC)CC)C.F[P-](F)(F)(F)(F)F.CN([PH+](N(C)C)N(C)C)C. (5) Given the product [Cl:15][C:16]1[CH:21]=[CH:20][C:19]([CH:2]2[C:6]3[NH:7][C:8]([C:10]([O:12][CH2:13][CH3:14])=[O:11])=[CH:9][C:5]=3[CH2:4][CH2:3]2)=[CH:18][CH:17]=1, predict the reactants needed to synthesize it. The reactants are: O=[C:2]1[C:6]2[NH:7][C:8]([C:10]([O:12][CH2:13][CH3:14])=[O:11])=[CH:9][C:5]=2[CH2:4][CH2:3]1.[Cl:15][C:16]1[CH:21]=[CH:20][C:19]([Mg]Br)=[CH:18][CH:17]=1. (6) Given the product [Cl:1][C:2]1[C:3]2[N:4]([N:19]=[CH:35][C:34]=2[C:33]([O:37][C:38]([CH3:41])([CH3:40])[CH3:39])=[O:36])[C:5]([C:12]2[CH:17]=[CH:16][CH:15]=[C:14]([F:18])[CH:13]=2)=[C:6]([C:7]([O:9][CH3:10])=[O:8])[CH:11]=1, predict the reactants needed to synthesize it. The reactants are: [Cl:1][C:2]1[CH:3]=[N:4][C:5]([C:12]2[CH:17]=[CH:16][CH:15]=[C:14]([F:18])[CH:13]=2)=[C:6]([CH:11]=1)[C:7]([O:9][CH3:10])=[O:8].[NH2:19]OS(C1C(C)=CC(C)=CC=1C)(=O)=O.[C:33]([O:37][C:38]([CH3:41])([CH3:40])[CH3:39])(=[O:36])[C:34]#[CH:35].CN(C)C=O.C(=O)([O-])[O-].[K+].[K+]. (7) Given the product [CH3:1][C:2]1[CH:3]=[CH:4][C:5]([C:8]2[CH:9]=[CH:10][N:11]3[C:16]([C:17]=2[CH3:18])=[C:15]([CH:19]2[CH2:20][CH2:21]2)[CH:14]=[C:13]([C:22]([OH:24])=[O:23])[C:12]3=[O:27])=[CH:6][CH:7]=1, predict the reactants needed to synthesize it. The reactants are: [CH3:1][C:2]1[CH:7]=[CH:6][C:5]([C:8]2[CH:9]=[CH:10][N:11]3[C:16]([C:17]=2[CH3:18])=[C:15]([CH:19]2[CH2:21][CH2:20]2)[CH:14]=[C:13]([C:22]([O:24]CC)=[O:23])[C:12]3=[O:27])=[CH:4][CH:3]=1.[Li+].[OH-].Cl.C(OCC)(=O)C.